This data is from Reaction yield outcomes from USPTO patents with 853,638 reactions. The task is: Predict the reaction yield, written as a fraction of the theoretical maximum amount of product (1.0 means a 100% yield; for example, 0.34 means a 34% yield). (1) The reactants are [CH2:1]([N:8]1[C:13](=[O:14])[CH:12]=[C:11]([S:15][CH2:16][CH:17](OC)OC)[NH:10][C:9]1=[O:22])[C:2]1[CH:7]=[CH:6][CH:5]=[CH:4][CH:3]=1.C1(C)C=CC(S(O)(=O)=O)=CC=1. The catalyst is C1(C)C(C)=CC=CC=1. The product is [CH2:1]([N:8]1[C:13](=[O:14])[CH:12]=[C:11]2[S:15][CH:16]=[CH:17][N:10]2[C:9]1=[O:22])[C:2]1[CH:7]=[CH:6][CH:5]=[CH:4][CH:3]=1. The yield is 1.00. (2) The reactants are [CH3:1][C:2]1[S:6][C:5]2[NH:7][C:8]3[CH:9]=[CH:10][CH:11]=[CH:12][C:13]=3[N:14]=[C:15]([N:16]3[CH2:21][CH2:20][N:19]([CH3:22])[CH2:18][CH2:17]3)[C:4]=2[CH:3]=1.[I:23][CH2:24][O:25][C:26]([NH:28][C@@H:29]([CH3:55])[C:30]([O:32][CH2:33][CH2:34][CH2:35][CH2:36][CH2:37][CH2:38][CH2:39][CH2:40][CH2:41][CH2:42][CH2:43][CH2:44][CH2:45][CH2:46][CH2:47][CH2:48][CH2:49][CH2:50][CH2:51][CH2:52][CH2:53][CH3:54])=[O:31])=[O:27]. The catalyst is C(OCC)(=O)C.ClCCl. The product is [I-:23].[CH2:33]([O:32][C:30](=[O:31])[C@@H:29]([NH:28][C:26]([O:25][CH2:24][N+:19]1([CH3:22])[CH2:20][CH2:21][N:16]([C:15]2[C:4]3[CH:3]=[C:2]([CH3:1])[S:6][C:5]=3[NH:7][C:8]3[CH:9]=[CH:10][CH:11]=[CH:12][C:13]=3[N:14]=2)[CH2:17][CH2:18]1)=[O:27])[CH3:55])[CH2:34][CH2:35][CH2:36][CH2:37][CH2:38][CH2:39][CH2:40][CH2:41][CH2:42][CH2:43][CH2:44][CH2:45][CH2:46][CH2:47][CH2:48][CH2:49][CH2:50][CH2:51][CH2:52][CH2:53][CH3:54]. The yield is 0.670. (3) The reactants are [CH2:1]([N:3]1[CH:7]=[C:6]([C:8]2[CH:13]=[CH:12][N:11]=[C:10]3[NH:14][C:15]([C:17]([OH:19])=O)=[CH:16][C:9]=23)[C:5]([C:20]2[CH:25]=[CH:24][C:23]([N+:26]([O-:28])=[O:27])=[CH:22][CH:21]=2)=[N:4]1)[CH3:2].[CH3:29][N:30]1[CH2:35][CH2:34][N:33]([CH2:36][CH2:37][NH2:38])[CH2:32][CH2:31]1.Cl.CN(C)CCCN=C=NCC. The catalyst is CN(C)C=O. The product is [CH2:1]([N:3]1[CH:7]=[C:6]([C:8]2[CH:13]=[CH:12][N:11]=[C:10]3[NH:14][C:15]([C:17]([NH:38][CH2:37][CH2:36][N:33]4[CH2:34][CH2:35][N:30]([CH3:29])[CH2:31][CH2:32]4)=[O:19])=[CH:16][C:9]=23)[C:5]([C:20]2[CH:25]=[CH:24][C:23]([N+:26]([O-:28])=[O:27])=[CH:22][CH:21]=2)=[N:4]1)[CH3:2]. The yield is 0.200. (4) The reactants are [OH-:1].[Na+].[BH4-].[Na+].[CH3:5][CH2:6][C:7]([C:9]1[CH:14]=[CH:13][C:12](O)=[CH:11][C:10]=1[OH:16])=O.[H][H].Cl. The catalyst is O. The product is [CH2:7]([C:9]1[C:14]([OH:1])=[CH:13][CH:12]=[CH:11][C:10]=1[OH:16])[CH2:6][CH3:5]. The yield is 0.650. (5) The reactants are [C:1]([NH2:11])(=[O:10])[CH:2]=[CH:3][C:4]1[CH:9]=[CH:8][CH:7]=[CH:6][CH:5]=1.[CH2:12]([N:14]([CH2:23][CH3:24])[C:15]1[CH:22]=[CH:21][C:18]([CH:19]=O)=[CH:17][CH:16]=1)[CH3:13]. No catalyst specified. The product is [CH2:12]([N:14]([CH2:23][CH3:24])[C:15]1[CH:22]=[CH:21][C:18]([CH:19]([NH:11][C:1](=[O:10])[CH:2]=[CH:3][C:4]2[CH:9]=[CH:8][CH:7]=[CH:6][CH:5]=2)[NH:11][C:1](=[O:10])[CH:2]=[CH:3][C:4]2[CH:5]=[CH:6][CH:7]=[CH:8][CH:9]=2)=[CH:17][CH:16]=1)[CH3:13]. The yield is 0.680.